Dataset: HIV replication inhibition screening data with 41,000+ compounds from the AIDS Antiviral Screen. Task: Binary Classification. Given a drug SMILES string, predict its activity (active/inactive) in a high-throughput screening assay against a specified biological target. (1) The compound is COc1ccc(C(=O)C(CC2C(=O)CC(C)(C)C(C(=O)C(=O)Nc3c(C)cccc3C)C2=O)c2ccc(OC)cc2)cc1. The result is 0 (inactive). (2) The molecule is Cc1cc(C)nc(NS(=O)(=O)c2ccc(NC(=O)c3cccc4c(Nc5ccc(S(=O)(=O)Nc6nc(C)cc(C)n6)cc5)c5ccccc5nc34)cc2)n1. The result is 0 (inactive).